From a dataset of Experimentally validated miRNA-target interactions with 360,000+ pairs, plus equal number of negative samples. Binary Classification. Given a miRNA mature sequence and a target amino acid sequence, predict their likelihood of interaction. (1) The miRNA is hsa-miR-6512-3p with sequence UUCCAGCCCUUCUAAUGGUAGG. The protein sequence of the target gene is MAEGDAGSDQRQNEEIEAMAAIYGEEWCVIDDCAKIFCIRISDDIDDPKWTLCLQVMLPNEYPGTAPPIYQLNAPWLKGQERADLSNSLEEIYIQNIGESILYLWVEKIRDVLIQKSQMTEPGPDVKKKTEEEDVECEDDLILACQPESSLKALDFDISETRTEVEVEELPPIDHGIPITDRRSTFQAHLAPVVCPKQVKMVLSKLYENKKIASATHNIYAYRIYCEDKQTFLQDCEDDGETAAGGRLLHLMEILNVKNVMVVVSRWYGGILLGPDRFKHINNCARNILVEKNYTNSPEE.... Result: 1 (interaction). (2) The miRNA is mmu-miR-1927 with sequence GACCUCUGGAUGUUAGGGACUGA. The protein sequence of the target gene is MATLESPGMDDQAGDTETEALQSARWLYCGEPDDRQKAVLVQFSNGKLQNPGDMRFTLYNSTDLVNPRQRSHRIVAAETDRLSYVGNNFGTGALKCNALCRHFVGILNKTSGQMEVYDAELFNMQPLFAGMGTEVIKLGGQHLYLLAFCQPSKNLAEAGDLLLSRHRQGHCIAVLLDDDAIEREPPLENQNKTFRDKLDSCIEAFGSTKQKRSLNSRRMNKVGSESLNLSVAKAAESIIDTKGVNALVSDAMQDDLQDGVLYLPPCYADAAKPEDVYRFEDILSPAEYDALESPSEAFRK.... Result: 0 (no interaction). (3) The miRNA is hsa-miR-4699-5p with sequence AGAAGAUUGCAGAGUAAGUUCC. The protein sequence of the target gene is MDVAESPERDPHSPEDEEQPQGLSDDDILRDSGSDQDLDGAGVRASDLEDEESAARGPSQEEEDNHSDEEDRASEPKSQDQDSEVNELSRGPTSSPCEEEGDEGEEDRTSDLRDEASSVTRELDEHELDYDEEVPEEPAPAVQEDEAEKAGAEDDEEKGEGTPREEGKAGVQSVGEKESLEAAKEKKKEDDDGEIDDGEIDDDDLEEGEVKDPSDRKVRPRPTCRFFMKGNCTWGMNCRFIHPGVNDKGNYSLITKADPFPPNGAPPLGPHPLMPANPWGGPVVDEILPPPPPEPPTESA.... Result: 0 (no interaction). (4) The miRNA is hsa-miR-204-5p with sequence UUCCCUUUGUCAUCCUAUGCCU. The protein sequence of the target gene is MLALLAASVALAVAAGAQDSPAPGSRFVCTALPPEAVHAGCPLPAMPMQGGAQSPEEELRAAVLQLRETVVQQKETLGAQREAIRELTGKLARCEGLAGGKARGAGATGKDTMGDLPRDPGHVVEQLSRSLQTLKDRLESLEHQLRANVSNAGLPGDFREVLQQRLGELERQLLRKVAELEDEKSLLHNETSAHRQKTESTLNALLQRVTELERGNSAFKSPDAFKVSLPLRTNYLYGKIKKTLPELYAFTICLWLRSSASPGIGTPFSYAVPGQANEIVLIEWGNNPIELLINDKVAQL.... Result: 0 (no interaction). (5) The miRNA is hsa-miR-6501-3p with sequence CCAGAGCAGCCUGCGGUAACAGU. The protein sequence of the target gene is MLATRALSLIGKRAISTSVCLRAHGSVVKSEDYALPSYVDRRDYPLPDVAHVKLLSASQKALKEKEKADWSSLSRDEKVQLYRIQFNESFAEMNKGTNEWKTVVGLAMFFIGFTALVLIWEKSYVYGPIPHTFDRDWVAMQTKRMLDMKVNPIQGFSAKWDYNKNEWKK. Result: 0 (no interaction). (6) The miRNA is mmu-miR-449a-3p with sequence CAGCUAACAUGCGACUGCUCUC. The protein sequence of the target gene is MEDRRPHLEARPRNPPANHRGPMDGELPPRARNQTNNPAATNHAGRHLRASNHPAPFRQREERFRAMGRNPHQGRRNQEGHTSDEARDQRQSQNDTRRRNDDQEGRSHRPPWSSDTFQQWHTPPQKPGEQPQQTKRLGYKFLESLLQKEPSEVAITLATSLGLKELLSHSSMKPSFLQLICQVLRKACSSRIDRQSILHVLGILNNSKFLRVCLPAYVVGMITEPSPDIRNQYPEHISNIISLLQDLVSVFPASSMQETSMLISLLPTSLNALRASGVDIEEETEKNLEKVQAIIKYLQE.... Result: 0 (no interaction).